From a dataset of Human liver microsome stability data. Regression/Classification. Given a drug SMILES string, predict its absorption, distribution, metabolism, or excretion properties. Task type varies by dataset: regression for continuous measurements (e.g., permeability, clearance, half-life) or binary classification for categorical outcomes (e.g., BBB penetration, CYP inhibition). Dataset: hlm. The molecule is NC1CN(c2cc(-c3ccsc3)ncn2)CC1c1cc(F)c(F)cc1Cl. The result is 0 (unstable in human liver microsomes).